This data is from Catalyst prediction with 721,799 reactions and 888 catalyst types from USPTO. The task is: Predict which catalyst facilitates the given reaction. (1) Reactant: [C:1]1(/[CH:7]=[CH:8]/[C:9]([NH2:11])=[O:10])[CH:6]=[CH:5][CH:4]=[CH:3][CH:2]=1.C(=O)(O)[O-].[Na+].Br[CH2:18][C:19](=O)[C:20]([O:22][CH2:23][CH3:24])=[O:21].FC(F)(F)C(OC(=O)C(F)(F)F)=O. Product: [C:1]1(/[CH:7]=[CH:8]/[C:9]2[O:10][CH:18]=[C:19]([C:20]([O:22][CH2:23][CH3:24])=[O:21])[N:11]=2)[CH:6]=[CH:5][CH:4]=[CH:3][CH:2]=1. The catalyst class is: 7. (2) Reactant: [S-:1][C:2]#[N:3].[Na+].[Cl-].[CH2:6]([N+:8]1([CH2:13][O:14][CH3:15])[CH2:12][CH2:11][CH2:10][CH2:9]1)[CH3:7]. Product: [S-:1][C:2]#[N:3].[CH2:6]([N+:8]1([CH2:13][O:14][CH3:15])[CH2:12][CH2:11][CH2:10][CH2:9]1)[CH3:7]. The catalyst class is: 8. (3) Reactant: [CH:1](=[C:8]1[CH2:13][CH2:12][N:11]([C:14](=[O:18])[C:15]([OH:17])=O)[CH2:10][CH2:9]1)[C:2]1[CH:7]=[CH:6][CH:5]=[CH:4][CH:3]=1.C(N(CC)CC)C.[NH2:26][C:27]1[CH:36]=[CH:35][C:30]2[NH:31][C:32](=[O:34])[O:33][C:29]=2[CH:28]=1.CN(C(ON1N=NC2C=CC=CC1=2)=[N+](C)C)C.F[P-](F)(F)(F)(F)F. Product: [CH:1](=[C:8]1[CH2:9][CH2:10][N:11]([C:14](=[O:18])[C:15]([NH:26][C:27]2[CH:36]=[CH:35][C:30]3[NH:31][C:32](=[O:34])[O:33][C:29]=3[CH:28]=2)=[O:17])[CH2:12][CH2:13]1)[C:2]1[CH:3]=[CH:4][CH:5]=[CH:6][CH:7]=1. The catalyst class is: 9.